This data is from Forward reaction prediction with 1.9M reactions from USPTO patents (1976-2016). The task is: Predict the product of the given reaction. (1) Given the reactants C([NH:5][C:6]1[C:7]([F:18])=[C:8]([CH2:15][CH2:16][OH:17])[C:9]([N+:12]([O-:14])=[O:13])=[CH:10][CH:11]=1)(C)(C)C, predict the reaction product. The product is: [NH2:5][C:6]1[C:7]([F:18])=[C:8]([CH2:15][CH2:16][OH:17])[C:9]([N+:12]([O-:14])=[O:13])=[CH:10][CH:11]=1. (2) Given the reactants [NH2:1][C:2]1[C:7]2=[C:8]([Br:15])[CH:9]=[C:10]([CH2:11][CH2:12][CH2:13]O)[N:6]2[N:5]=[CH:4][N:3]=1.C(Br)(Br)(Br)[Br:17].C1(P(C2C=CC=CC=2)C2C=CC=CC=2)C=CC=CC=1, predict the reaction product. The product is: [Br:15][C:8]1[CH:9]=[C:10]([CH2:11][CH2:12][CH2:13][Br:17])[N:6]2[C:7]=1[C:2]([NH2:1])=[N:3][CH:4]=[N:5]2. (3) Given the reactants [CH2:1]([CH2:3][NH2:4])[OH:2].[Cl:5][C:6]1[CH:25]=[CH:24][C:23]([CH2:26][CH2:27][CH2:28]OS(C)(=O)=O)=[CH:22][C:7]=1[C:8]([NH:10][CH2:11][C:12]12[CH2:21][CH:16]3[CH2:17][CH:18]([CH2:20][CH:14]([CH2:15]3)[CH2:13]1)[CH2:19]2)=[O:9], predict the reaction product. The product is: [C:1]([OH:9])(=[O:2])[CH3:3].[Cl:5][C:6]1[CH:25]=[CH:24][C:23]([CH2:26][CH2:27][CH2:28][NH:4][CH2:3][CH2:1][OH:2])=[CH:22][C:7]=1[C:8]([NH:10][CH2:11][C:12]12[CH2:21][CH:16]3[CH2:17][CH:18]([CH2:20][CH:14]([CH2:15]3)[CH2:13]1)[CH2:19]2)=[O:9]. (4) Given the reactants [C:1]([O:5][C:6]([NH:8][CH2:9][C:10]1[C:11]([CH2:30][CH:31]([CH3:33])[CH3:32])=[N:12][C:13]2[C:18]([C:19]=1[C:20]1[CH:25]=[CH:24][C:23]([CH3:26])=[CH:22][CH:21]=1)=[CH:17][C:16](C(O)=O)=[CH:15][CH:14]=2)=[O:7])([CH3:4])([CH3:3])[CH3:2].C1(P(N=[N+]=[N-])(C2C=CC=CC=2)=[O:41])C=CC=CC=1.C([N:53]([CH2:56]C)CC)C.[CH:58]1[C:70]2[CH:69]([CH2:71][OH:72])[C:68]3[C:63](=[CH:64][CH:65]=[CH:66][CH:67]=3)[C:62]=2[CH:61]=[CH:60][CH:59]=1, predict the reaction product. The product is: [C:1]([O:5][C:6]([NH:8][CH2:9][C:10]1[C:11]([CH2:30][CH:31]([CH3:32])[CH3:33])=[N:12][C:13]2[C:18]([C:19]=1[C:20]1[CH:21]=[CH:22][C:23]([CH3:26])=[CH:24][CH:25]=1)=[CH:17][C:16]([NH:53][C:56](=[O:41])[O:72][CH2:71][CH:69]1[C:70]3[CH:58]=[CH:59][CH:60]=[CH:61][C:62]=3[C:63]3[C:68]1=[CH:67][CH:66]=[CH:65][CH:64]=3)=[CH:15][CH:14]=2)=[O:7])([CH3:3])([CH3:2])[CH3:4]. (5) Given the reactants [F:1][CH:2]([F:12])[C:3]1[C:7]([C:8](Cl)=[O:9])=[CH:6][N:5]([CH3:11])[N:4]=1.[S:13]1[CH:17]=[C:16]([CH2:18][NH:19][CH:20]2[CH2:22][CH2:21]2)[N:15]=[CH:14]1.C(N(CC)CC)C.CCCCC.C(OCC)(=O)C, predict the reaction product. The product is: [CH:20]1([N:19]([CH2:18][C:16]2[N:15]=[CH:14][S:13][CH:17]=2)[C:8]([C:7]2[C:3]([CH:2]([F:12])[F:1])=[N:4][N:5]([CH3:11])[CH:6]=2)=[O:9])[CH2:22][CH2:21]1. (6) The product is: [C:1]([O:5][C:6](=[O:21])[NH:7][C:8]1[CH2:12][CH2:11][N:10]([C:13]2[N:14]=[C:15]3[NH:20][CH:22]=[N:19][C:16]3=[CH:17][CH:18]=2)[CH:9]=1)([CH3:4])([CH3:2])[CH3:3]. Given the reactants [C:1]([O:5][C:6](=[O:21])[NH:7][CH:8]1[CH2:12][CH2:11][N:10]([C:13]2[CH:18]=[CH:17][C:16]([NH2:19])=[C:15]([NH2:20])[N:14]=2)[CH2:9]1)([CH3:4])([CH3:3])[CH3:2].[CH3:22]OC(OC)OC.C([O-])(O)=O.[Na+], predict the reaction product.